Dataset: Forward reaction prediction with 1.9M reactions from USPTO patents (1976-2016). Task: Predict the product of the given reaction. Given the reactants [N:1]1[C:5]2[CH:6]=[CH:7][N:8]=[CH:9][C:4]=2[NH:3][CH:2]=1.Br[C:11]1[CH:16]=[CH:15][C:14]([F:17])=[CH:13][N:12]=1.OC1C=CC=C2C=1N=CC=C2.C([O-])([O-])=O.[Cs+].[Cs+], predict the reaction product. The product is: [F:17][C:14]1[CH:15]=[CH:16][C:11]([N:1]2[C:5]3[CH:6]=[CH:7][N:8]=[CH:9][C:4]=3[N:3]=[CH:2]2)=[N:12][CH:13]=1.